Dataset: HIV replication inhibition screening data with 41,000+ compounds from the AIDS Antiviral Screen. Task: Binary Classification. Given a drug SMILES string, predict its activity (active/inactive) in a high-throughput screening assay against a specified biological target. (1) The result is 0 (inactive). The molecule is Cc1cc(C)c(SSc2nnnn2-c2ccccc2)c(C)c1. (2) The compound is CC1=[N+]([O-])C2(CCCC2)N(O)C1(C)C. The result is 0 (inactive). (3) The drug is CC(C)=CCN1Cc2cccc3[nH]c(=S)n(c23)CC1C. The result is 1 (active). (4) The drug is O=C(NC1CCCC1=O)c1ccccc1. The result is 0 (inactive). (5) The molecule is NC(c1ccccc1)P(=O)(OCc1ccc([N+](=O)[O-])cc1)OCc1ccc([N+](=O)[O-])cc1.O=C(O)C(F)(F)F. The result is 0 (inactive). (6) The molecule is OCC(O)COc1c(Cl)cc(Cl)cc1Cl. The result is 0 (inactive). (7) The compound is O=C1c2ccccc2CC12Cc1ccccc1C2. The result is 0 (inactive). (8) The drug is COc1ccc(-c2coc3cc(O)cc(O)c3c2=O)cc1. The result is 0 (inactive). (9) The compound is Cc1nc(O)nc(O)c1C(=O)O. The result is 0 (inactive). (10) The molecule is COc1ccc(-c2oc3c(CC(=O)O)cccc3c(=O)c2OC)cc1. The result is 0 (inactive).